From a dataset of Catalyst prediction with 721,799 reactions and 888 catalyst types from USPTO. Predict which catalyst facilitates the given reaction. (1) Reactant: [F:1][C:2]([F:15])([F:14])[CH:3]([OH:13])/[CH:4]=[C:5](\[CH3:12])/[CH2:6][CH2:7][CH:8]=[C:9]([CH3:11])[CH3:10].[F:16][C:17]([Si](C)(C)C)([F:19])[F:18].[F-].[Cs+]. Product: [F:1][C:2]([F:14])([F:15])[C:3]([C:17]([F:19])([F:18])[F:16])([OH:13])/[CH:4]=[C:5](\[CH3:12])/[CH2:6][CH2:7][CH:8]=[C:9]([CH3:10])[CH3:11]. The catalyst class is: 1. (2) Reactant: [F:1][C:2]1[CH:7]=[CH:6][CH:5]=[C:4]([F:8])[C:3]=1[N:9]1[C:17]2[CH:16]=[CH:15][N:14]=[C:13]([O:18]C)[C:12]=2[C:11]([C:20]2[CH:25]=[CH:24][C:23]([CH:26]3[CH2:31][CH2:30][N:29]([C:32](=[O:34])[CH3:33])[CH2:28][CH2:27]3)=[CH:22][CH:21]=2)=[N:10]1.[I-].[Na+].Cl[Si](C)(C)C.C(=O)([O-])O.[Na+]. Product: [C:32]([N:29]1[CH2:28][CH2:27][CH:26]([C:23]2[CH:24]=[CH:25][C:20]([C:11]3[C:12]4[C:13](=[O:18])[NH:14][CH:15]=[CH:16][C:17]=4[N:9]([C:3]4[C:2]([F:1])=[CH:7][CH:6]=[CH:5][C:4]=4[F:8])[N:10]=3)=[CH:21][CH:22]=2)[CH2:31][CH2:30]1)(=[O:34])[CH3:33]. The catalyst class is: 10. (3) Reactant: [NH:1]1[CH:5]=[CH:4][N:3]=[C:2]1[CH2:6][NH:7][CH2:8][C:9]1[CH:10]=[CH:11][C:12]2[N:16]=[C:15]([CH2:17][CH2:18][CH2:19][CH2:20][CH2:21][N:22]([CH2:26][CH2:27][CH3:28])[CH2:23][CH2:24][CH3:25])[N:14]([CH2:29][CH2:30][CH3:31])[C:13]=2[CH:32]=1.[CH3:33][N:34]1[CH:38]=[CH:37][N:36]=[C:35]1[CH:39]=O.C([BH3-])#N.[Na+].C(O)(=O)C. Product: [NH:3]1[CH:4]=[CH:5][N:1]=[C:2]1[CH2:6][N:7]([CH2:8][C:9]1[CH:10]=[CH:11][C:12]2[N:16]=[C:15]([CH2:17][CH2:18][CH2:19][CH2:20][CH2:21][N:22]([CH2:26][CH2:27][CH3:28])[CH2:23][CH2:24][CH3:25])[N:14]([CH2:29][CH2:30][CH3:31])[C:13]=2[CH:32]=1)[CH2:39][C:35]1[N:34]([CH3:33])[CH:38]=[CH:37][N:36]=1. The catalyst class is: 5.